From a dataset of Full USPTO retrosynthesis dataset with 1.9M reactions from patents (1976-2016). Predict the reactants needed to synthesize the given product. (1) Given the product [CH:14]1[C:23]2[C:18](=[C:19]([C:24]([CH3:29])([CH3:28])[C:25]([NH:9][CH2:8][C:7]3[CH:10]=[CH:11][C:4]([S:3][C:2]([F:12])([F:1])[F:13])=[CH:5][CH:6]=3)=[O:26])[CH:20]=[CH:21][CH:22]=2)[CH:17]=[CH:16][N:15]=1, predict the reactants needed to synthesize it. The reactants are: [F:1][C:2]([F:13])([F:12])[S:3][C:4]1[CH:11]=[CH:10][C:7]([CH2:8][NH2:9])=[CH:6][CH:5]=1.[CH:14]1[C:23]2[C:18](=[C:19]([C:24]([CH3:29])([CH3:28])[C:25](O)=[O:26])[CH:20]=[CH:21][CH:22]=2)[CH:17]=[CH:16][N:15]=1.C1C2C(=C(CC(O)=O)C=CC=2)C=CN=1. (2) Given the product [Cl:23][C:24]1[CH:25]=[C:26]([C:31]2[N:35]([C:36]3[CH:37]=[CH:38][C:39]([O:42][CH3:43])=[CH:40][CH:41]=3)[N:34]=[C:33]([CH2:44][OH:45])[CH:32]=2)[CH:27]=[CH:28][C:29]=1[Cl:30], predict the reactants needed to synthesize it. The reactants are: C1(C)C=CC(S(O)(=O)=O)=CC=1.C1COCC1.CCOC(C)=O.[Cl:23][C:24]1[CH:25]=[C:26]([C:31]2[N:35]([C:36]3[CH:41]=[CH:40][C:39]([O:42][CH3:43])=[CH:38][CH:37]=3)[N:34]=[C:33]([CH2:44][O:45]C3CCCCO3)[CH:32]=2)[CH:27]=[CH:28][C:29]=1[Cl:30]. (3) Given the product [N+:1]([CH:4]([C:17]1[CH:16]=[CH:15][C:14]2[C:19](=[CH:20][CH:21]=[CH:22][C:13]=2[CH2:10][CH:11]=[CH2:12])[N:18]=1)[C:5]([O:7][CH2:8][CH3:9])=[O:6])([O-:3])=[O:2], predict the reactants needed to synthesize it. The reactants are: [N+:1]([CH2:4][C:5]([O:7][CH2:8][CH3:9])=[O:6])([O-:3])=[O:2].[CH2:10]([C:13]1[CH:22]=[CH:21][CH:20]=[C:19]2[C:14]=1[CH:15]=[CH:16][CH:17]=[N+:18]2[O-])[CH:11]=[CH2:12].C(OC(=O)C)(=O)C. (4) Given the product [CH2:1]([O:19][C:13]1[CH:18]=[CH:17][CH:16]=[CH:15][CH:14]=1)[C@@H:3]1[O:5][CH2:4]1, predict the reactants needed to synthesize it. The reactants are: [CH2:1]([C@H:3]1[O:5][CH2:4]1)Cl.C1(C)C=CC=CC=1.[C:13]1([OH:19])[CH:18]=[CH:17][CH:16]=[CH:15][CH:14]=1.[OH-].[Na+]. (5) The reactants are: [NH2:1][CH2:2][CH2:3][N:4]1[C:16]2[CH:15]=[CH:14][C:13]3[C:17](=[O:20])[CH2:18][CH2:19][C:12]=3[C:11]=2[C:10]2[C:9]3[CH2:21][CH2:22][C:23](=[O:24])[C:8]=3[CH:7]=[CH:6][C:5]1=2.[CH3:25][C:26]([CH3:28])=O.C([O-])(O)=O.[Na+].Cl. Given the product [CH:26]([NH:1][CH2:2][CH2:3][N:4]1[C:16]2[CH:15]=[CH:14][C:13]3[C:17](=[O:20])[CH2:18][CH2:19][C:12]=3[C:11]=2[C:10]2[C:9]3[CH2:21][CH2:22][C:23](=[O:24])[C:8]=3[CH:7]=[CH:6][C:5]1=2)([CH3:28])[CH3:25], predict the reactants needed to synthesize it. (6) Given the product [NH:6]1[C:5]2[CH:9]=[CH:10][C:2]([N:1]3[CH:17]([C:13]4[CH:14]=[CH:15][CH:16]=[C:11]([C:19]5[CH:24]=[CH:23][CH:22]=[CH:21][CH:20]=5)[CH:12]=4)[CH2:32][NH:31][C:36]3=[O:37])=[CH:3][C:4]=2[N:8]=[CH:7]1, predict the reactants needed to synthesize it. The reactants are: [NH2:1][C:2]1[CH:10]=[CH:9][C:5]2[N:6]=[CH:7][NH:8][C:4]=2[CH:3]=1.[C:11]1([C:19]2[CH:24]=[CH:23][CH:22]=[CH:21][CH:20]=2)[CH:16]=[CH:15][CH:14]=[C:13]([CH:17]=O)[CH:12]=1.[Si](C#N)(C)(C)C.[N:31]1([C:36](N2C=CN=C2)=[O:37])C=CN=[CH:32]1. (7) Given the product [CH3:32][O:33][C:34]1[CH:35]=[C:36]([CH:46]=[CH:47][C:48]=1[CH3:49])[S:37][C:38]1[CH:45]=[CH:44][C:41]([CH2:42][NH:43][C:4](=[O:6])[C:3]2[CH:7]=[CH:8][CH:9]=[N:10][C:2]=2[NH2:1])=[CH:40][CH:39]=1, predict the reactants needed to synthesize it. The reactants are: [NH2:1][C:2]1[N:10]=[CH:9][CH:8]=[CH:7][C:3]=1[C:4]([OH:6])=O.ON1C2C=CC=CC=2N=N1.CCN=C=NCCCN(C)C.[CH3:32][O:33][C:34]1[CH:35]=[C:36]([CH:46]=[CH:47][C:48]=1[CH3:49])[S:37][C:38]1[CH:45]=[CH:44][C:41]([CH2:42][NH2:43])=[CH:40][CH:39]=1.C(=O)(O)[O-].[Na+].